This data is from Forward reaction prediction with 1.9M reactions from USPTO patents (1976-2016). The task is: Predict the product of the given reaction. (1) The product is: [S:21]([O:11][CH2:10][C@@H:9]1[CH2:12][CH2:13][CH2:14][N:8]1[C:1]([O:3][C:4]([CH3:7])([CH3:6])[CH3:5])=[O:2])([C:18]1[CH:19]=[CH:20][C:15]([CH3:25])=[CH:16][CH:17]=1)(=[O:23])=[O:22]. Given the reactants [C:1]([N:8]1[CH2:14][CH2:13][CH2:12][C@H:9]1[CH2:10][OH:11])([O:3][C:4]([CH3:7])([CH3:6])[CH3:5])=[O:2].[C:15]1([CH3:25])[CH:20]=[CH:19][C:18]([S:21](Cl)(=[O:23])=[O:22])=[CH:17][CH:16]=1.C(N(CC)CC)C.O, predict the reaction product. (2) Given the reactants C(OC([N:8]1[CH2:12][CH2:11][C@H:10]([O:13][NH2:14])[CH2:9]1)=O)(C)(C)C.[ClH:15], predict the reaction product. The product is: [ClH:15].[ClH:15].[NH:8]1[CH2:12][CH2:11][C@H:10]([O:13][NH2:14])[CH2:9]1. (3) Given the reactants [N:1]([CH2:4][C:5]1([O:22][CH3:23])[CH2:10][CH2:9][N:8]([CH2:11][CH2:12][O:13][CH2:14][CH2:15][C:16]2[CH:21]=[CH:20][CH:19]=[CH:18][CH:17]=2)[CH2:7][CH2:6]1)=[N+]=[N-].[H][H], predict the reaction product. The product is: [CH3:23][O:22][C:5]1([CH2:4][NH2:1])[CH2:10][CH2:9][N:8]([CH2:11][CH2:12][O:13][CH2:14][CH2:15][C:16]2[CH:17]=[CH:18][CH:19]=[CH:20][CH:21]=2)[CH2:7][CH2:6]1. (4) Given the reactants CCCCCCCC[CH2:9][CH2:10][CH2:11][CH2:12][CH2:13][CH2:14][CH2:15][CH2:16][CH2:17][C:18]([OH:20])=[O:19].CCCCCCCC[CH2:29][CH2:30][CH2:31][CH2:32][CH2:33][CH2:34][CH2:35][C:36]([OH:38])=[O:37].C(O)C[O:41][CH2:42][CH:43]([O:49]CCO)[CH2:44][O:45]CCO.CCCCCCCC(OCC(O)CO)=O, predict the reaction product. The product is: [CH3:9][CH2:10][CH2:11][CH2:12][CH2:13][CH2:14][CH2:15][CH2:16][CH2:17][C:18]([OH:20])=[O:19].[CH3:29][CH2:30][CH2:31][CH2:32][CH2:33][CH2:34][CH2:35][C:36]([OH:38])=[O:37].[CH2:42]([OH:41])[CH:43]([OH:49])[CH2:44][OH:45]. (5) Given the reactants ClC1C(C(O)=O)=CC(C)=C2C=1C=CN2.[Cl:15][C:16]1[CH:17]=[C:18]([C:26]([O:28]C)=[O:27])[C:19]([CH3:25])=[C:20]2[C:24]=1[NH:23][CH:22]=[CH:21]2, predict the reaction product. The product is: [Cl:15][C:16]1[CH:17]=[C:18]([C:26]([OH:28])=[O:27])[C:19]([CH3:25])=[C:20]2[C:24]=1[NH:23][CH:22]=[CH:21]2.